Dataset: Reaction yield outcomes from USPTO patents with 853,638 reactions. Task: Predict the reaction yield, written as a fraction of the theoretical maximum amount of product (1.0 means a 100% yield; for example, 0.34 means a 34% yield). (1) The reactants are C([O:3][C:4](=[O:26])[CH2:5][O:6][C:7]1[CH:12]=[C:11]([Cl:13])[CH:10]=[CH:9][C:8]=1[C:14](=[O:25])[NH:15][CH2:16][C:17]1[CH:22]=[CH:21][C:20]([Br:23])=[CH:19][C:18]=1[F:24])C.[OH-].[Na+].Cl. The catalyst is C(O)C.C(OCC)(=O)C. The product is [Br:23][C:20]1[CH:21]=[CH:22][C:17]([CH2:16][NH:15][C:14]([C:8]2[CH:9]=[CH:10][C:11]([Cl:13])=[CH:12][C:7]=2[O:6][CH2:5][C:4]([OH:26])=[O:3])=[O:25])=[C:18]([F:24])[CH:19]=1. The yield is 0.970. (2) The reactants are [CH:1]([C:4]1[CH:9]=[C:8]([O:10][CH3:11])[CH:7]=[CH:6][C:5]=1[O:12][S:13]([C:16]1[CH:21]=[CH:20][C:19]([CH3:22])=[CH:18][CH:17]=1)(=[O:15])=[O:14])([CH3:3])[CH3:2].[N+:23]([O-])([OH:25])=[O:24]. The catalyst is CC(O)=O. The product is [CH:1]([C:4]1[CH:9]=[C:8]([O:10][CH3:11])[C:7]([N+:23]([O-:25])=[O:24])=[CH:6][C:5]=1[O:12][S:13]([C:16]1[CH:17]=[CH:18][C:19]([CH3:22])=[CH:20][CH:21]=1)(=[O:15])=[O:14])([CH3:3])[CH3:2]. The yield is 0.980. (3) The reactants are [H-].[Na+].[CH2:3]([O:6][C:7]1[CH:17]=[CH:16][C:10]([C:11]([O:13][CH2:14][CH3:15])=[O:12])=[CH:9][C:8]=1[CH:18]=O)[CH:4]=[CH2:5].[CH2:20]1COCC1. The catalyst is [Br-].C[P+](C1C=CC=CC=1)(C1C=CC=CC=1)C1C=CC=CC=1.CCOC(C)=O. The product is [CH2:3]([O:6][C:7]1[CH:17]=[CH:16][C:10]([C:11]([O:13][CH2:14][CH3:15])=[O:12])=[CH:9][C:8]=1[CH:18]=[CH2:20])[CH:4]=[CH2:5]. The yield is 0.790. (4) The reactants are [F:1][C:2]([F:21])([F:20])[C:3]1[CH:8]=[CH:7][C:6]([C:9]2[C:13]([C:14]3[CH:19]=[N:18][CH:17]=[CH:16][N:15]=3)=[CH:12][NH:11][N:10]=2)=[CH:5][CH:4]=1.[CH2:22]([CH:24]1[O:26][CH2:25]1)Cl.C(=O)([O-])[O-].[Cs+].[Cs+]. The catalyst is CN(C=O)C.CCOC(C)=O. The product is [O:26]1[CH2:25][CH:24]1[CH2:22][N:11]1[CH:12]=[C:13]([C:14]2[CH:19]=[N:18][CH:17]=[CH:16][N:15]=2)[C:9]([C:6]2[CH:7]=[CH:8][C:3]([C:2]([F:20])([F:1])[F:21])=[CH:4][CH:5]=2)=[N:10]1. The yield is 0.590. (5) The reactants are [OH:1][C:2]1[CH:11]=[CH:10][C:5]2[C:6](=[O:9])[CH2:7][O:8][C:4]=2[C:3]=1[CH2:12][N:13]1[CH2:18][CH2:17][N:16]([C:19]([O:21][C:22]([CH3:25])([CH3:24])[CH3:23])=[O:20])[CH2:15][CH2:14]1.[Cl:26][C:27]1[CH:28]=[C:29]2[C:33](=[CH:34][CH:35]=1)[NH:32][CH:31]=[C:30]2[CH:36]=O.N1CCCCC1. The catalyst is CO. The product is [Cl:26][C:27]1[CH:28]=[C:29]2[C:33](=[CH:34][CH:35]=1)[NH:32][CH:31]=[C:30]2/[CH:36]=[C:7]1\[O:8][C:4]2[C:3]([CH2:12][N:13]3[CH2:14][CH2:15][N:16]([C:19]([O:21][C:22]([CH3:25])([CH3:24])[CH3:23])=[O:20])[CH2:17][CH2:18]3)=[C:2]([OH:1])[CH:11]=[CH:10][C:5]=2[C:6]\1=[O:9]. The yield is 0.490. (6) The reactants are C[O:2][C:3]1[C:12]2[CH2:11][CH2:10][CH2:9][CH2:8][C:7]=2[C:6]([NH:13][C:14]2[CH:15]=[C:16]([CH:22]=[CH:23][CH:24]=2)[C:17]([O:19][CH2:20][CH3:21])=[O:18])=[CH:5][N:4]=1.C[Si](I)(C)C. The catalyst is C(Cl)(Cl)Cl. The product is [O:2]=[C:3]1[C:12]2[CH2:11][CH2:10][CH2:9][CH2:8][C:7]=2[C:6]([NH:13][C:14]2[CH:15]=[C:16]([CH:22]=[CH:23][CH:24]=2)[C:17]([O:19][CH2:20][CH3:21])=[O:18])=[CH:5][NH:4]1. The yield is 0.400.